This data is from Full USPTO retrosynthesis dataset with 1.9M reactions from patents (1976-2016). The task is: Predict the reactants needed to synthesize the given product. (1) Given the product [Al:48].[N:19]([N:20]([C:21]1[CH:26]=[CH:25][CH:24]=[CH:23][CH:22]=1)[OH:27])=[O:18], predict the reactants needed to synthesize it. The reactants are: C(OC(=O)C(C)=C)C1OC1.C(N(CC)CC)C.[O:18]=[N:19][N:20]([O-:27])[C:21]1[CH:26]=[CH:25][CH:24]=[CH:23][CH:22]=1.O=NN([O-])C1C=CC=CC=1.O=NN([O-])C1C=CC=CC=1.[Al+3:48]. (2) The reactants are: [Br:1][C:2]1[CH:17]=[CH:16][C:5]([C:6]([NH:8][CH:9](O)[C:10]([Cl:14])([Cl:13])[CH2:11][CH3:12])=[O:7])=[CH:4][CH:3]=1.P(Cl)(Cl)(Cl)(Cl)Cl.[Cl:24][C:25]1[CH:31]=[CH:30][C:28]([NH2:29])=[CH:27][CH:26]=1. Given the product [Br:1][C:2]1[CH:17]=[CH:16][C:5]([C:6]([NH:8][CH:9]([NH:29][C:28]2[CH:30]=[CH:31][C:25]([Cl:24])=[CH:26][CH:27]=2)[C:10]([Cl:14])([Cl:13])[CH2:11][CH3:12])=[O:7])=[CH:4][CH:3]=1, predict the reactants needed to synthesize it. (3) Given the product [Cl:36][C:37]1[CH:38]=[C:39]([C:2]2[CH:3]=[CH:4][C:5]([O:34][CH3:35])=[C:6]([N:8]3[C:17]4[C:12](=[CH:13][C:14]([S:18]([O:21][C:22]5[C:23]([F:32])=[C:24]([F:31])[C:25]([F:30])=[C:26]([F:29])[C:27]=5[F:28])(=[O:19])=[O:20])=[CH:15][CH:16]=4)[CH:11]=[CH:10][C:9]3=[O:33])[CH:7]=2)[CH:40]=[C:41]([F:43])[CH:42]=1, predict the reactants needed to synthesize it. The reactants are: Br[C:2]1[CH:3]=[CH:4][C:5]([O:34][CH3:35])=[C:6]([N:8]2[C:17]3[C:12](=[CH:13][C:14]([S:18]([O:21][C:22]4[C:27]([F:28])=[C:26]([F:29])[C:25]([F:30])=[C:24]([F:31])[C:23]=4[F:32])(=[O:20])=[O:19])=[CH:15][CH:16]=3)[CH:11]=[CH:10][C:9]2=[O:33])[CH:7]=1.[Cl:36][C:37]1[CH:38]=[C:39](B(O)O)[CH:40]=[C:41]([F:43])[CH:42]=1.C(=O)([O-])[O-].[K+].[K+]. (4) The reactants are: [N:1]1[C:10]2[C:5](=[CH:6][C:7]([C:11]([OH:13])=O)=[CH:8][CH:9]=2)[CH:4]=[CH:3][CH:2]=1.Cl.[CH3:15][NH:16][O:17][CH3:18].CCN(C(C)C)C(C)C.C(Cl)CCl.C1C=CC2N(O)N=NC=2C=1.C([O-])(O)=O.[Na+]. Given the product [CH3:18][O:17][N:16]([CH3:15])[C:11]([C:7]1[CH:6]=[C:5]2[C:10](=[CH:9][CH:8]=1)[N:1]=[CH:2][CH:3]=[CH:4]2)=[O:13], predict the reactants needed to synthesize it. (5) Given the product [C:17]([C:20]1[O:21][C:22]([C:2]2[CH:3]=[C:4]([S:9]([NH2:12])(=[O:11])=[O:10])[CH:5]=[CH:6][C:7]=2[Cl:8])=[CH:23][CH:24]=1)(=[O:19])[CH3:18], predict the reactants needed to synthesize it. The reactants are: N[C:2]1[CH:3]=[C:4]([S:9]([NH2:12])(=[O:11])=[O:10])[CH:5]=[CH:6][C:7]=1[Cl:8].N([O-])=O.[Na+].[C:17]([C:20]1[O:21][CH:22]=[CH:23][CH:24]=1)(=[O:19])[CH3:18].C(OCC)(=O)C.